From a dataset of Experimentally validated miRNA-target interactions with 360,000+ pairs, plus equal number of negative samples. Binary Classification. Given a miRNA mature sequence and a target amino acid sequence, predict their likelihood of interaction. (1) The miRNA is mmu-miR-6970-3p with sequence UCACGCCACCCACCCUGUGCU. The protein sequence of the target gene is MKELQDIARLSDRFISVELVDESLFDWNVKLHQVDKDSVLWQDMKETNTEFILLNLTFPDNFPFSPPFMRVLSPRLENGYVLDGGAICMELLTPRGWSSAYTVEAVMRQFAASLVKGQGRICRKAGKSKKSFSRKEAEATFKSLVKTHEKYGWVTPPVSDG. Result: 0 (no interaction). (2) The miRNA is hsa-miR-431-3p with sequence CAGGUCGUCUUGCAGGGCUUCU. The protein sequence of the target gene is MGNPENIEDAYVAVIRPKNTASLNSREYRAKSYEILLHEVPIEGQKKKRKKVLLETKLQGNSEITQGILDYVVETTKPISPANQGIRGKRVVLMKKFPLDGEKMGREASLFIVPSVVKDNTKYTYTPGCPIFYCLQDIMRVCSESSTHFATLTARMLIALDKWLDERHAQSHFIPALFRPSPLERIKTNVINPAYATESGQTENSLHMGYSALEIKSKMLALEKADTCIYNPLFGSDLQYTNRVDKVVINPYFGLGAPDYSKIQIPKQEKWQRSMSSVTEDKERQWVDDFPLHRSACEGD.... Result: 0 (no interaction). (3) The miRNA is cgr-miR-30a-5p with sequence UGUAAACAUCCUCGACUGGAAGC. The protein sequence of the target gene is MAPSGSGGVRRRCRRVLYWIPVVFISLLLGWSYYAYAIQLCIVSMENIGEQVVCLMAYHLLFAMFVWSYWKTIFTLPMNPSKEFHLSYAEKELLEREPRGEAHQEVLRRAAKDLPIYTRTMSGAIRYCDRCQLIKPDRCHHCSVCDKCILKMDHHCPWVNNCVGFSNYKFFLLFLAYSLLYCLFIAATDLQYFIRFWTNGLPDTQAKFHIMFLFFAAAMFSVSLSSLFGYHCWLVSKNKSTLEAFRNPVFRHGTDKNGFSLGFSKNMRQVFGDEKKYWLLPVFSSQGDGCSFPTCLVNQD.... Result: 0 (no interaction). (4) The miRNA is rno-miR-378a-3p with sequence ACUGGACUUGGAGUCAGAAGG. The protein sequence of the target gene is MGLLWYLMSLSFYGILQSHASERCDDWGLDTMRQIQVFEDEPARIKCPLFEHFLKYNYSTAHSSGLTLIWYWTRQDRDLEEPINFRLPENRISKEKDVLWFRPTLLNDTGNYTCMLRNTTYCSKVAFPLEVVQKDSCFNSAMRFPVHKMYIEHGIHKITCPNVDGYFPSSVKPSVTWYKGCTEIVDFHNVLPEGMNLSFFIPLVSNNGNYTCVVTYPENGRLFHLTRTVTVKVVGSPKDALPPQIYSPNDRVVYEKEPGEELVIPCKVYFSFIMDSHNEVWWTIDGKKPDDVTVDITINE.... Result: 0 (no interaction).